Task: Predict the reactants needed to synthesize the given product.. Dataset: Full USPTO retrosynthesis dataset with 1.9M reactions from patents (1976-2016) (1) Given the product [C:9]([O-:11])(=[O:10])[CH3:8].[NH4+:6].[Br:1][C:2]1[CH:3]=[C:4]([C:8]([NH:40][C:43](=[O:46])[O:37][CH2:30][C:31]2[CH:36]=[CH:35][CH:34]=[CH:33][CH:32]=2)([CH3:29])[CH:12]([O:21][Si:22]([C:25]([CH3:27])([CH3:26])[CH3:28])([CH3:24])[CH3:23])[C:13]2[CH:18]=[C:17]([F:19])[CH:16]=[CH:15][C:14]=2[F:20])[CH:5]=[N:6][CH:7]=1, predict the reactants needed to synthesize it. The reactants are: [Br:1][C:2]1[CH:3]=[C:4]([C:8]([CH3:29])([CH:12]([O:21][Si:22]([C:25]([CH3:28])([CH3:27])[CH3:26])([CH3:24])[CH3:23])[C:13]2[CH:18]=[C:17]([F:19])[CH:16]=[CH:15][C:14]=2[F:20])[C:9]([OH:11])=[O:10])[CH:5]=[N:6][CH:7]=1.[CH2:30]([OH:37])[C:31]1[CH:36]=[CH:35][CH:34]=[CH:33][CH:32]=1.C([N:40]([CH2:43]C)CC)C.P(N=[N+]=[N-])(=O)(OC1C=CC=CC=1)[O:46]C1C=CC=CC=1. (2) Given the product [OH:38][C@@H:33]1[CH2:34][CH2:35][CH2:36][CH2:37][C@@H:32]1[NH:31][C:21](=[O:23])[C:20]1[CH:24]=[CH:25][CH:26]=[N:27][C:19]=1[O:18][C:17]1[CH:28]=[CH:29][CH:30]=[C:15]([S:14][CH3:13])[CH:16]=1, predict the reactants needed to synthesize it. The reactants are: Cl.CN(C)CCCN=C=NCC.[CH3:13][S:14][C:15]1[CH:16]=[C:17]([CH:28]=[CH:29][CH:30]=1)[O:18][C:19]1[N:27]=[CH:26][CH:25]=[CH:24][C:20]=1[C:21]([OH:23])=O.[NH2:31][C@H:32]1[CH2:37][CH2:36][CH2:35][CH2:34][C@H:33]1[OH:38].ON1C2C=CC=CC=2N=N1.C(N(CC)CC)C. (3) Given the product [CH3:1][O:2][C:3]1[CH:4]=[C:5]([NH:11][C:12]2[C:13]3[N:29]=[CH:28][S:27][C:14]=3[N:15]=[C:16]([N:18]3[CH2:19][CH2:20][CH:21]([C:24]([NH:31][CH2:32][CH2:33][C:34]4[CH:39]=[CH:38][NH:37][C:36](=[O:40])[CH:35]=4)=[O:26])[CH2:22][CH2:23]3)[N:17]=2)[CH:6]=[CH:7][C:8]=1[O:9][CH3:10], predict the reactants needed to synthesize it. The reactants are: [CH3:1][O:2][C:3]1[CH:4]=[C:5]([NH:11][C:12]2[C:13]3[N:29]=[CH:28][S:27][C:14]=3[N:15]=[C:16]([N:18]3[CH2:23][CH2:22][CH:21]([C:24]([OH:26])=O)[CH2:20][CH2:19]3)[N:17]=2)[CH:6]=[CH:7][C:8]=1[O:9][CH3:10].Br.[NH2:31][CH2:32][CH2:33][C:34]1[CH:39]=[CH:38][NH:37][C:36](=[O:40])[CH:35]=1.C(Cl)CCl.CN1C=CN=C1. (4) Given the product [O:9]1[CH2:10][CH2:11][CH:6]([NH:5][C:15]([C:17]2[N:18]=[N:19][C:20]([O:23][CH2:24][C:25]3[C:26]([C:31]4[CH:36]=[CH:35][CH:34]=[CH:33][N:32]=4)=[N:27][O:28][C:29]=3[CH3:30])=[CH:21][CH:22]=2)=[O:14])[CH2:7][CH2:8]1, predict the reactants needed to synthesize it. The reactants are: C[Al](C)C.[NH2:5][CH:6]1[CH2:11][CH2:10][O:9][CH2:8][CH2:7]1.C([O:14][C:15]([C:17]1[N:18]=[N:19][C:20]([O:23][CH2:24][C:25]2[C:26]([C:31]3[CH:36]=[CH:35][CH:34]=[CH:33][N:32]=3)=[N:27][O:28][C:29]=2[CH3:30])=[CH:21][CH:22]=1)=O)C.C(C(C(C([O-])=O)O)O)([O-])=O.[K+].[Na+]. (5) Given the product [Cl:1][C:2]1[CH:3]=[C:4]([C:8]#[C:9][C:10]2[N:11]=[C:12]([CH3:15])[N:13]([C:17]3[CH:22]=[C:21]([CH3:23])[CH:20]=[CH:19][N:18]=3)[CH:14]=2)[CH:5]=[CH:6][CH:7]=1, predict the reactants needed to synthesize it. The reactants are: [Cl:1][C:2]1[CH:3]=[C:4]([C:8]#[C:9][C:10]2[N:11]=[C:12]([CH3:15])[NH:13][CH:14]=2)[CH:5]=[CH:6][CH:7]=1.F[C:17]1[CH:22]=[C:21]([CH3:23])[CH:20]=[CH:19][N:18]=1. (6) Given the product [CH3:1][C:2]1[CH:7]=[CH:6][CH:5]=[C:4]([NH:8][C:9]2[C:14]3[CH:15]=[C:16]([NH2:19])[CH:17]=[CH:18][C:13]=3[N:12]=[CH:11][N:10]=2)[CH:3]=1, predict the reactants needed to synthesize it. The reactants are: [CH3:1][C:2]1[CH:7]=[CH:6][CH:5]=[C:4]([NH:8][C:9]2[C:14]3[CH:15]=[C:16]([NH:19]N=NC)[CH:17]=[CH:18][C:13]=3[N:12]=[CH:11][N:10]=2)[CH:3]=1. (7) Given the product [CH2:30]([O:29][C@H:24]([C:25]([F:26])([F:28])[F:27])[C@@H:20]([NH:19][C:14]1[CH:13]=[CH:12][C:9]([C:10]#[N:11])=[C:8]([Cl:7])[C:15]=1[CH3:16])[C:21]([OH:23])=[O:22])[C:31]1[CH:32]=[CH:33][CH:34]=[CH:35][CH:36]=1, predict the reactants needed to synthesize it. The reactants are: C([O-])([O-])=O.[Cs+].[Cs+].[Cl:7][C:8]1[C:15]([CH3:16])=[C:14](F)[CH:13]=[CH:12][C:9]=1[C:10]#[N:11].Cl.[NH2:19][C@H:20]([C@H:24]([O:29][CH2:30][C:31]1[CH:36]=[CH:35][CH:34]=[CH:33][CH:32]=1)[C:25]([F:28])([F:27])[F:26])[C:21]([OH:23])=[O:22].